From a dataset of Full USPTO retrosynthesis dataset with 1.9M reactions from patents (1976-2016). Predict the reactants needed to synthesize the given product. The reactants are: Cl.[CH2:2]([O:9][CH:10]1[CH2:14][NH:13][CH2:12][C:11]1([F:16])[F:15])[C:3]1[CH:8]=[CH:7][CH:6]=[CH:5][CH:4]=1.[Cl:17][C:18]1[N:23]=[CH:22][C:21]2[C:24](I)=[N:25][N:26]([CH:27]([CH3:29])[CH3:28])[C:20]=2[CH:19]=1.C1(P(C2C=CC=CC=2)C2C3OC4C(=CC=CC=4P(C4C=CC=CC=4)C4C=CC=CC=4)C(C)(C)C=3C=CC=2)C=CC=CC=1.C(=O)([O-])[O-].[Cs+].[Cs+]. Given the product [CH2:2]([O:9][CH:10]1[CH2:14][N:13]([C:24]2[C:21]3[CH:22]=[N:23][C:18]([Cl:17])=[CH:19][C:20]=3[N:26]([CH:27]([CH3:29])[CH3:28])[N:25]=2)[CH2:12][C:11]1([F:16])[F:15])[C:3]1[CH:4]=[CH:5][CH:6]=[CH:7][CH:8]=1, predict the reactants needed to synthesize it.